This data is from Reaction yield outcomes from USPTO patents with 853,638 reactions. The task is: Predict the reaction yield, written as a fraction of the theoretical maximum amount of product (1.0 means a 100% yield; for example, 0.34 means a 34% yield). (1) The reactants are [CH3:1][C:2]1[CH:7]=[CH:6][C:5]([CH3:8])=[CH:4][C:3]=1[CH2:9][CH2:10][NH2:11].Br[CH2:13][CH2:14][CH2:15][C:16]([O:18][CH2:19][CH3:20])=[O:17].C(N(C(C)C)CC)(C)C. No catalyst specified. The product is [CH3:1][C:2]1[CH:7]=[CH:6][C:5]([CH3:8])=[CH:4][C:3]=1[CH2:9][CH2:10][NH:11][CH2:13][CH2:14][CH2:15][C:16]([O:18][CH2:19][CH3:20])=[O:17]. The yield is 0.490. (2) The reactants are Br[C:2]1[N:7]=[C:6]([C:8]([O:10][CH3:11])=[O:9])[CH:5]=[CH:4][C:3]=1[F:12].[F:13][C:14]1[CH:15]=[C:16]([C:30]([CH3:39])([CH3:38])[C:31]([O:33][C:34]([CH3:37])([CH3:36])[CH3:35])=[O:32])[CH:17]=[C:18]([F:29])[C:19]=1B1OC(C)(C)C(C)(C)O1. No catalyst specified. The product is [C:34]([O:33][C:31](=[O:32])[C:30]([C:16]1[CH:15]=[C:14]([F:13])[C:19]([C:2]2[N:7]=[C:6]([C:8]([O:10][CH3:11])=[O:9])[CH:5]=[CH:4][C:3]=2[F:12])=[C:18]([F:29])[CH:17]=1)([CH3:39])[CH3:38])([CH3:35])([CH3:36])[CH3:37]. The yield is 0.730. (3) The catalyst is O.[Cu]I.CN(C=O)C. The yield is 0.670. The product is [C:1]([C:5]1[CH:10]=[C:9]([C:28]([F:34])([F:23])[F:33])[C:8]([N+:12]([O-:14])=[O:13])=[CH:7][C:6]=1[O:15][CH2:16][C:17]1[CH:22]=[CH:21][CH:20]=[CH:19][CH:18]=1)([CH3:4])([CH3:3])[CH3:2]. The reactants are [C:1]([C:5]1[CH:10]=[C:9](Br)[C:8]([N+:12]([O-:14])=[O:13])=[CH:7][C:6]=1[O:15][CH2:16][C:17]1[CH:22]=[CH:21][CH:20]=[CH:19][CH:18]=1)([CH3:4])([CH3:3])[CH3:2].[F-:23].[K+].[K+].[Br-].Cl[C:28]([F:34])([F:33])C(OC)=O. (4) The catalyst is CO. The product is [Cl:11][C:10]1[C:3]2[C:2]([S:15][CH2:16][C:17]([O:19][CH3:20])=[O:18])=[N:7][CH:6]=[N:5][C:4]=2[S:8][C:9]=1[CH:12]([CH3:14])[CH3:13]. The reactants are Cl[C:2]1[C:3]2[C:10]([Cl:11])=[C:9]([CH:12]([CH3:14])[CH3:13])[S:8][C:4]=2[N:5]=[CH:6][N:7]=1.[SH:15][CH2:16][C:17]([O:19][CH3:20])=[O:18]. The yield is 0.920. (5) The reactants are O[C@@:2]([C:11]1[CH:12]=[C:13]2[C:18](=[CH:19][CH:20]=1)[CH:17]=[C:16]([C:21]([NH:23][CH3:24])=[O:22])[CH:15]=[CH:14]2)([C:6]1[N:7]=[CH:8][NH:9][CH:10]=1)[CH2:3][CH2:4]O.C(N(C(C)C)C(C)C)C.CS(Cl)(=O)=[O:36].C(=O)([O-])[O-].[Na+].[Na+]. The catalyst is O1CCCC1.O.C(OCC)(=O)C. The product is [OH:36][C:10]1[N:9]=[CH:8][N:7]2[CH2:4][CH2:3][C@@H:2]([C:11]3[CH:12]=[C:13]4[C:18](=[CH:19][CH:20]=3)[CH:17]=[C:16]([C:21]([NH:23][CH3:24])=[O:22])[CH:15]=[CH:14]4)[C:6]=12. The yield is 0.570.